This data is from NCI-60 drug combinations with 297,098 pairs across 59 cell lines. The task is: Regression. Given two drug SMILES strings and cell line genomic features, predict the synergy score measuring deviation from expected non-interaction effect. (1) Drug 1: CCC1(CC2CC(C3=C(CCN(C2)C1)C4=CC=CC=C4N3)(C5=C(C=C6C(=C5)C78CCN9C7C(C=CC9)(C(C(C8N6C=O)(C(=O)OC)O)OC(=O)C)CC)OC)C(=O)OC)O.OS(=O)(=O)O. Drug 2: C1C(C(OC1N2C=NC3=C2NC=NCC3O)CO)O. Cell line: NCI-H522. Synergy scores: CSS=17.9, Synergy_ZIP=0.944, Synergy_Bliss=0.0703, Synergy_Loewe=-11.1, Synergy_HSA=-3.26. (2) Drug 1: C1CC(=O)NC(=O)C1N2CC3=C(C2=O)C=CC=C3N. Drug 2: CCC1(C2=C(COC1=O)C(=O)N3CC4=CC5=C(C=CC(=C5CN(C)C)O)N=C4C3=C2)O.Cl. Cell line: NCI-H226. Synergy scores: CSS=29.3, Synergy_ZIP=0.992, Synergy_Bliss=9.92, Synergy_Loewe=-43.2, Synergy_HSA=11.9.